From a dataset of Full USPTO retrosynthesis dataset with 1.9M reactions from patents (1976-2016). Predict the reactants needed to synthesize the given product. Given the product [C:1](/[C:3](=[CH:9]/[C:10]1[CH:11]=[CH:12][C:13]([C:16]2[N:20]=[CH:19][N:18]([C:21]3[CH:26]=[CH:25][C:24]([O:27][C:28]([F:29])([F:30])[F:31])=[CH:23][CH:22]=3)[N:17]=2)=[CH:14][CH:15]=1)/[C:4]([OH:6])=[O:5])#[N:2], predict the reactants needed to synthesize it. The reactants are: [C:1](/[C:3](=[CH:9]/[C:10]1[CH:15]=[CH:14][C:13]([C:16]2[N:20]=[CH:19][N:18]([C:21]3[CH:26]=[CH:25][C:24]([O:27][C:28]([F:31])([F:30])[F:29])=[CH:23][CH:22]=3)[N:17]=2)=[CH:12][CH:11]=1)/[C:4]([O:6]CC)=[O:5])#[N:2].[OH-].[Li+].